From a dataset of Reaction yield outcomes from USPTO patents with 853,638 reactions. Predict the reaction yield, written as a fraction of the theoretical maximum amount of product (1.0 means a 100% yield; for example, 0.34 means a 34% yield). The reactants are C(OC([N:8]1[CH2:13][CH2:12][O:11][CH:10]([C:14]2[O:18][N:17]=[C:16]([C:19]3[CH:24]=[CH:23][C:22]([F:25])=[CH:21][CH:20]=3)[N:15]=2)[CH2:9]1)=O)(C)(C)C.[ClH:26]. The catalyst is ClCCl. The product is [ClH:26].[F:25][C:22]1[CH:23]=[CH:24][C:19]([C:16]2[N:15]=[C:14]([CH:10]3[O:11][CH2:12][CH2:13][NH:8][CH2:9]3)[O:18][N:17]=2)=[CH:20][CH:21]=1. The yield is 1.00.